This data is from Reaction yield outcomes from USPTO patents with 853,638 reactions. The task is: Predict the reaction yield, written as a fraction of the theoretical maximum amount of product (1.0 means a 100% yield; for example, 0.34 means a 34% yield). The catalyst is CN(C)C=O. The reactants are [CH3:1][CH2:2][O:3][C:4]([C:6]1[NH:7][C:8]2[C:13]([CH:14]=1)=[CH:12][C:11]([C:15]([OH:17])=O)=[CH:10][CH:9]=2)=[O:5].F[B-](F)(F)F.N1(OC(N(C)C)=[N+](C)C)C2C=CC=CC=2N=N1.[CH:40]1([N:45]2[CH2:50][CH2:49][NH:48][CH2:47][CH2:46]2)[CH2:44][CH2:43][CH2:42][CH2:41]1.C(N(CC)C(C)C)(C)C. The product is [CH2:2]([O:3][C:4]([C:6]1[NH:7][C:8]2[C:13]([CH:14]=1)=[CH:12][C:11]([C:15]([N:48]1[CH2:49][CH2:50][N:45]([CH:40]3[CH2:44][CH2:43][CH2:42][CH2:41]3)[CH2:46][CH2:47]1)=[O:17])=[CH:10][CH:9]=2)=[O:5])[CH3:1]. The yield is 0.740.